From a dataset of NCI-60 drug combinations with 297,098 pairs across 59 cell lines. Regression. Given two drug SMILES strings and cell line genomic features, predict the synergy score measuring deviation from expected non-interaction effect. (1) Drug 1: CS(=O)(=O)C1=CC(=C(C=C1)C(=O)NC2=CC(=C(C=C2)Cl)C3=CC=CC=N3)Cl. Drug 2: CCC1=C2CN3C(=CC4=C(C3=O)COC(=O)C4(CC)O)C2=NC5=C1C=C(C=C5)O. Cell line: SF-539. Synergy scores: CSS=40.0, Synergy_ZIP=-0.620, Synergy_Bliss=-1.45, Synergy_Loewe=-37.5, Synergy_HSA=-0.385. (2) Drug 1: CC12CCC3C(C1CCC2O)C(CC4=C3C=CC(=C4)O)CCCCCCCCCS(=O)CCCC(C(F)(F)F)(F)F. Drug 2: CC1C(C(CC(O1)OC2CC(CC3=C2C(=C4C(=C3O)C(=O)C5=C(C4=O)C(=CC=C5)OC)O)(C(=O)CO)O)N)O.Cl. Cell line: HT29. Synergy scores: CSS=37.9, Synergy_ZIP=1.15, Synergy_Bliss=0.205, Synergy_Loewe=-0.743, Synergy_HSA=1.18. (3) Drug 1: C1=CC(=CC=C1CC(C(=O)O)N)N(CCCl)CCCl.Cl. Drug 2: C1CCC(C(C1)N)N.C(=O)(C(=O)[O-])[O-].[Pt+4]. Cell line: HOP-92. Synergy scores: CSS=21.1, Synergy_ZIP=-4.46, Synergy_Bliss=-2.45, Synergy_Loewe=-24.5, Synergy_HSA=-0.0279. (4) Drug 1: C1CC(=O)NC(=O)C1N2CC3=C(C2=O)C=CC=C3N. Drug 2: CN(CC1=CN=C2C(=N1)C(=NC(=N2)N)N)C3=CC=C(C=C3)C(=O)NC(CCC(=O)O)C(=O)O. Cell line: NCI/ADR-RES. Synergy scores: CSS=15.7, Synergy_ZIP=-4.28, Synergy_Bliss=0.871, Synergy_Loewe=2.01, Synergy_HSA=2.06.